This data is from Forward reaction prediction with 1.9M reactions from USPTO patents (1976-2016). The task is: Predict the product of the given reaction. Given the reactants [C:1](Cl)(=[O:8])[C:2]1[CH:7]=[CH:6][CH:5]=[CH:4][CH:3]=1.[C:10]1(O)([OH:16])[CH2:15][CH2:14][CH2:13][CH2:12][CH2:11]1.N1C=CC=CC=1.[O:24]1CCCC1, predict the reaction product. The product is: [C:1]([O:8][CH:13]1[CH2:14][CH2:15][CH:10]([OH:16])[CH2:11][CH2:12]1)(=[O:24])[C:2]1[CH:7]=[CH:6][CH:5]=[CH:4][CH:3]=1.